From a dataset of Peptide-MHC class I binding affinity with 185,985 pairs from IEDB/IMGT. Regression. Given a peptide amino acid sequence and an MHC pseudo amino acid sequence, predict their binding affinity value. This is MHC class I binding data. (1) The peptide sequence is EGPQREPW. The MHC is Mamu-B52 with pseudo-sequence Mamu-B52. The binding affinity (normalized) is 0.597. (2) The peptide sequence is HRIQEELFY. The MHC is HLA-A01:01 with pseudo-sequence HLA-A01:01. The binding affinity (normalized) is 0.0847. (3) The peptide sequence is AFMATNKAY. The MHC is HLA-A25:01 with pseudo-sequence HLA-A25:01. The binding affinity (normalized) is 0.0847. (4) The peptide sequence is GLVDVCFWS. The MHC is HLA-A68:02 with pseudo-sequence HLA-A68:02. The binding affinity (normalized) is 0.167.